From a dataset of Forward reaction prediction with 1.9M reactions from USPTO patents (1976-2016). Predict the product of the given reaction. (1) The product is: [CH2:24]([O:31][C:32]([C:34]1[C:43]2[C:38](=[CH:39][CH:40]=[CH:41][CH:42]=2)[N:37]=[C:36]([C:18]2[CH:19]=[CH:20][C:15]([C:12](=[O:14])[CH3:13])=[CH:16][CH:17]=2)[CH:35]=1)=[O:33])[C:25]1[CH:30]=[CH:29][CH:28]=[CH:27][CH:26]=1. Given the reactants C(Cl)Cl.P([O-])([O-])([O-])=O.[K+].[K+].[K+].[C:12]([C:15]1[CH:20]=[CH:19][C:18](B(O)O)=[CH:17][CH:16]=1)(=[O:14])[CH3:13].[CH2:24]([O:31][C:32]([C:34]1[C:43]2[C:38](=[CH:39][CH:40]=[CH:41][CH:42]=2)[N:37]=[C:36](Cl)[CH:35]=1)=[O:33])[C:25]1[CH:30]=[CH:29][CH:28]=[CH:27][CH:26]=1, predict the reaction product. (2) Given the reactants C([O:5][C:6]([C:8]1[CH:12]=[CH:11][NH:10][CH:9]=1)=[O:7])(C)(C)C.[C:13]1([CH3:23])[CH:18]=[CH:17][C:16]([S:19](Cl)(=[O:21])=[O:20])=[CH:15][CH:14]=1.O, predict the reaction product. The product is: [CH3:23][C:13]1[CH:18]=[CH:17][C:16]([S:19]([N:10]2[CH:11]=[CH:12][C:8]([C:6]([OH:5])=[O:7])=[CH:9]2)(=[O:21])=[O:20])=[CH:15][CH:14]=1. (3) Given the reactants [CH3:1][S:2]([C:5]1[CH:10]=[CH:9][C:8]([C:11]2[CH:12]=[C:13]3[CH2:27][C:18]4([CH2:26][C:20]5([CH2:25][CH2:24][NH:23][CH2:22][CH2:21]5)[CH2:19]4)[O:17][C:14]3=[CH:15][N:16]=2)=[CH:7][CH:6]=1)(=[O:4])=[O:3].C([O-])([O-])=O.[K+].[K+].[CH3:34][C:35]1([O:38][CH2:37]1)[CH3:36], predict the reaction product. The product is: [OH:38][C:35]([CH3:37])([CH3:36])[CH2:34][N:23]1[CH2:22][CH2:21][C:20]2([CH2:26][C:18]3([O:17][C:14]4=[CH:15][N:16]=[C:11]([C:8]5[CH:9]=[CH:10][C:5]([S:2]([CH3:1])(=[O:4])=[O:3])=[CH:6][CH:7]=5)[CH:12]=[C:13]4[CH2:27]3)[CH2:19]2)[CH2:25][CH2:24]1. (4) Given the reactants Cl[CH2:2][CH2:3][C@H:4]([O:11][C:12]1[CH:13]=[C:14]([C:18](=[O:20])[CH3:19])[CH:15]=[CH:16][CH:17]=1)[C:5]1[CH:10]=[CH:9][CH:8]=[CH:7][CH:6]=1.[CH3:21][CH:22]([CH3:39])[C:23]([NH:25][C:26]1[CH:31]=[CH:30][C:29]([CH3:32])=[C:28]([CH:33]2[CH2:38][CH2:37][NH:36][CH2:35][CH2:34]2)[CH:27]=1)=[O:24], predict the reaction product. The product is: [C:18]([C:14]1[CH:13]=[C:12]([CH:17]=[CH:16][CH:15]=1)[O:11][C@H:4]([C:5]1[CH:10]=[CH:9][CH:8]=[CH:7][CH:6]=1)[CH2:3][CH2:2][N:36]1[CH2:37][CH2:38][CH:33]([C:28]2[CH:27]=[C:26]([NH:25][C:23](=[O:24])[CH:22]([CH3:21])[CH3:39])[CH:31]=[CH:30][C:29]=2[CH3:32])[CH2:34][CH2:35]1)(=[O:20])[CH3:19]. (5) Given the reactants Cl[C:2]1[C:3]2[CH:10]=[C:9]([C:11]([O:13][CH2:14][CH3:15])=[O:12])[NH:8][C:4]=2[N:5]=[CH:6][N:7]=1.[NH2:16][C:17]1[C:26]([O:27][CH3:28])=[CH:25][C:20]2[NH:21][C:22](=[O:24])[S:23][C:19]=2[CH:18]=1, predict the reaction product. The product is: [CH3:28][O:27][C:26]1[C:17]([NH:16][C:2]2[C:3]3[CH:10]=[C:9]([C:11]([O:13][CH2:14][CH3:15])=[O:12])[NH:8][C:4]=3[N:5]=[CH:6][N:7]=2)=[CH:18][C:19]2[S:23][C:22](=[O:24])[NH:21][C:20]=2[CH:25]=1. (6) Given the reactants CCN(CC)CC.Br[C:9]1[CH:14]=[CH:13][N:12]([CH3:15])[C:11](=[O:16])[CH:10]=1.[C:17]([C:19]1[CH:24]=[CH:23][C:22]([C@@H:25]([N:27]2[CH2:32][CH2:31][C@:30]([CH2:39][C:40]([OH:43])([CH3:42])[CH3:41])([C:33]3[CH:38]=[CH:37][CH:36]=[CH:35][CH:34]=3)[O:29][C:28]2=[O:44])[CH3:26])=[CH:21][CH:20]=1)#[CH:18].CN(C)C=O, predict the reaction product. The product is: [OH:43][C:40]([CH3:41])([CH3:42])[CH2:39][C@@:30]1([C:33]2[CH:34]=[CH:35][CH:36]=[CH:37][CH:38]=2)[O:29][C:28](=[O:44])[N:27]([C@H:25]([C:22]2[CH:21]=[CH:20][C:19]([C:17]#[C:18][C:9]3[CH:14]=[CH:13][N:12]([CH3:15])[C:11](=[O:16])[CH:10]=3)=[CH:24][CH:23]=2)[CH3:26])[CH2:32][CH2:31]1. (7) Given the reactants CCN(CC)CC.C1(O[C:15](=[O:34])[NH:16][C:17]2[CH:22]=[C:21]([C:23]([CH3:26])([CH3:25])[CH3:24])[CH:20]=[C:19]([NH:27][S:28]([CH3:31])(=[O:30])=[O:29])[C:18]=2[O:32][CH3:33])C=CC=CC=1.[NH2:35][C:36]1[C:45]2[C:40](=[CH:41][CH:42]=[CH:43][CH:44]=2)[C:39]([O:46][C:47]2[CH:52]=[CH:51][N:50]=[C:49]([NH:53][C:54]3[CH:55]=[C:56]([CH:67]=[C:68]([C:70]#[CH:71])[CH:69]=3)[C:57]([NH:59][CH2:60][CH2:61][O:62][CH2:63][CH2:64][O:65][CH3:66])=[O:58])[CH:48]=2)=[CH:38][CH:37]=1, predict the reaction product. The product is: [C:23]([C:21]1[CH:20]=[C:19]([NH:27][S:28]([CH3:31])(=[O:29])=[O:30])[C:18]([O:32][CH3:33])=[C:17]([NH:16][C:15](=[O:34])[NH:35][C:36]2[C:45]3[C:40](=[CH:41][CH:42]=[CH:43][CH:44]=3)[C:39]([O:46][C:47]3[CH:52]=[CH:51][N:50]=[C:49]([NH:53][C:54]4[CH:55]=[C:56]([CH:67]=[C:68]([C:70]#[CH:71])[CH:69]=4)[C:57]([NH:59][CH2:60][CH2:61][O:62][CH2:63][CH2:64][O:65][CH3:66])=[O:58])[CH:48]=3)=[CH:38][CH:37]=2)[CH:22]=1)([CH3:25])([CH3:26])[CH3:24]. (8) Given the reactants C(OC([N:8]1[CH2:13][C@H:12]([O:14][CH2:15][C:16]2[CH:25]=[C:24]([O:26][CH3:27])[C:23]3[C:18](=[CH:19][CH:20]=[CH:21][CH:22]=3)[CH:17]=2)[C@@H:11]([C:28]2[CH:33]=[CH:32][C:31]([O:34][CH2:35][CH2:36][CH2:37][O:38][C:39]3[CH:44]=[CH:43][CH:42]=[CH:41][C:40]=3[C:45]#[N:46])=[CH:30][CH:29]=2)[C@H:10]([O:47][CH2:48][C@H:49]([OH:56])[CH2:50][O:51][CH2:52][CH2:53][O:54][CH3:55])[CH2:9]1)=O)(C)(C)C.Cl, predict the reaction product. The product is: [OH:56][C@H:49]([CH2:50][O:51][CH2:52][CH2:53][O:54][CH3:55])[CH2:48][O:47][C@H:10]1[C@H:11]([C:28]2[CH:29]=[CH:30][C:31]([O:34][CH2:35][CH2:36][CH2:37][O:38][C:39]3[CH:44]=[CH:43][CH:42]=[CH:41][C:40]=3[C:45]#[N:46])=[CH:32][CH:33]=2)[C@@H:12]([O:14][CH2:15][C:16]2[CH:25]=[C:24]([O:26][CH3:27])[C:23]3[C:18](=[CH:19][CH:20]=[CH:21][CH:22]=3)[CH:17]=2)[CH2:13][NH:8][CH2:9]1. (9) Given the reactants CO[C:3]1[CH:11]=[C:10]([C:12]([F:15])([F:14])[F:13])[CH:9]=[C:8]([S:16][CH3:17])[C:4]=1[C:5]([OH:7])=[O:6].FC(F)(F)C1C=CC(C(O)=O)=CC=1.CSSC, predict the reaction product. The product is: [CH3:17][S:16][C:8]1[CH:9]=[C:10]([C:12]([F:13])([F:14])[F:15])[CH:11]=[CH:3][C:4]=1[C:5]([OH:7])=[O:6].